From a dataset of Catalyst prediction with 721,799 reactions and 888 catalyst types from USPTO. Predict which catalyst facilitates the given reaction. (1) Reactant: C([O-])(=O)C.[Li+].[Si:6]([O:13][C@@H:14]1[N:20]([C:21]([O:23][CH2:24][C:25]2[CH:30]=[CH:29][C:28]([NH:31][NH:32][CH:33]([CH3:49])[C:34]([NH:36][CH:37]([CH:46]([CH3:48])[CH3:47])[C:38](=[O:45])[C:39]([O:41][CH2:42][CH:43]=[CH2:44])=[O:40])=[O:35])=[CH:27][CH:26]=2)=[O:22])[C:19]2[CH:50]=[C:51]([O:56][Si](C(C)C)(C(C)C)C(C)C)[C:52]([O:54][CH3:55])=[CH:53][C:18]=2[C:17](=[O:67])[N:16]2[CH:68]=[C:69]([CH3:71])[CH2:70][C@@H:15]12)([C:9]([CH3:12])([CH3:11])[CH3:10])([CH3:8])[CH3:7]. Product: [Si:6]([O:13][C@@H:14]1[N:20]([C:21]([O:23][CH2:24][C:25]2[CH:30]=[CH:29][C:28]([NH:31][NH:32][CH:33]([CH3:49])[C:34]([NH:36][CH:37]([CH:46]([CH3:48])[CH3:47])[C:38](=[O:45])[C:39]([O:41][CH2:42][CH:43]=[CH2:44])=[O:40])=[O:35])=[CH:27][CH:26]=2)=[O:22])[C:19]2[CH:50]=[C:51]([OH:56])[C:52]([O:54][CH3:55])=[CH:53][C:18]=2[C:17](=[O:67])[N:16]2[CH:68]=[C:69]([CH3:71])[CH2:70][C@@H:15]12)([C:9]([CH3:11])([CH3:12])[CH3:10])([CH3:8])[CH3:7]. The catalyst class is: 42. (2) Reactant: Br[C:2]1[CH:3]=[C:4]2[C:8](=[C:9]([CH3:11])[CH:10]=1)[NH:7][CH:6]=[C:5]2[CH3:12].O1CCOCC1.[C:19](=O)([O-:21])[O-:20].[Na+].[Na+]. Product: [CH3:12][C:5]1[C:4]2[C:8](=[C:9]([CH3:11])[CH:10]=[C:2]([C:19]([OH:21])=[O:20])[CH:3]=2)[NH:7][CH:6]=1. The catalyst class is: 6. (3) Reactant: [Cl:1][C:2]1[CH:7]=[CH:6][C:5]([C:8]2[CH:9]=[C:10]3[C:16]([C:17]([C:19]4[C:20]([F:33])=[C:21]([NH:26][S:27]([CH2:30][CH2:31][CH3:32])(=[O:29])=[O:28])[CH:22]=[CH:23][C:24]=4[F:25])=[O:18])=[CH:15][NH:14][C:11]3=[N:12][CH:13]=2)=[CH:4][CH:3]=1.[OH-].[K+].[C:36]([O:40][C:41]([NH:43][C:44]([CH3:51])([CH3:50])[C:45]([O:47][CH2:48]Cl)=[O:46])=[O:42])([CH3:39])([CH3:38])[CH3:37]. Product: [C:36]([O:40][C:41]([NH:43][C:44]([CH3:51])([CH3:50])[C:45]([O:47][CH2:48][N:14]1[C:11]2=[N:12][CH:13]=[C:8]([C:5]3[CH:6]=[CH:7][C:2]([Cl:1])=[CH:3][CH:4]=3)[CH:9]=[C:10]2[C:16]([C:17](=[O:18])[C:19]2[C:24]([F:25])=[CH:23][CH:22]=[C:21]([NH:26][S:27]([CH2:30][CH2:31][CH3:32])(=[O:28])=[O:29])[C:20]=2[F:33])=[CH:15]1)=[O:46])=[O:42])([CH3:39])([CH3:38])[CH3:37]. The catalyst class is: 3. (4) Reactant: [In].[NH2:2][C:3]1[N:8]=[C:7]([Cl:9])[C:6]([CH:10]=[O:11])=[C:5]([Cl:12])[N:4]=1.[I-].[Na+].[CH2:15](Br)[CH:16]=[CH2:17]. Product: [NH2:2][C:3]1[N:4]=[C:5]([Cl:12])[C:6]([CH:10]([OH:11])[CH2:17][CH:16]=[CH2:15])=[C:7]([Cl:9])[N:8]=1. The catalyst class is: 9. (5) Reactant: CC(C)([O-])C.[Na+].C1C=CC(P(C2C(C3C(P(C4C=CC=CC=4)C4C=CC=CC=4)=CC=C4C=3C=CC=C4)=C3C(C=CC=C3)=CC=2)C2C=CC=CC=2)=CC=1.Br[C:54]1[CH:63]=[C:62]2[C:57]([C:58](=[O:84])[N:59]([C:64]3[CH:65]=[C:66]([NH:71][C:72](=[O:83])[C:73]4[CH:78]=[CH:77][CH:76]=[C:75]([C:79]([F:82])([F:81])[F:80])[CH:74]=4)[CH:67]=[CH:68][C:69]=3[CH3:70])[CH:60]=[N:61]2)=[CH:56][CH:55]=1.[NH:85]1[CH2:90][CH2:89][O:88][CH2:87][CH2:86]1. Product: [CH3:70][C:69]1[CH:68]=[CH:67][C:66]([NH:71][C:72](=[O:83])[C:73]2[CH:78]=[CH:77][CH:76]=[C:75]([C:79]([F:81])([F:82])[F:80])[CH:74]=2)=[CH:65][C:64]=1[N:59]1[C:58](=[O:84])[C:57]2[C:62](=[CH:63][C:54]([N:85]3[CH2:90][CH2:89][O:88][CH2:87][CH2:86]3)=[CH:55][CH:56]=2)[N:61]=[CH:60]1. The catalyst class is: 62.